This data is from NCI-60 drug combinations with 297,098 pairs across 59 cell lines. The task is: Regression. Given two drug SMILES strings and cell line genomic features, predict the synergy score measuring deviation from expected non-interaction effect. (1) Drug 1: CC1=C(C(=O)C2=C(C1=O)N3CC4C(C3(C2COC(=O)N)OC)N4)N. Drug 2: CC(C)CN1C=NC2=C1C3=CC=CC=C3N=C2N. Cell line: OVCAR-5. Synergy scores: CSS=37.9, Synergy_ZIP=-1.43, Synergy_Bliss=-3.89, Synergy_Loewe=-8.85, Synergy_HSA=-4.23. (2) Drug 1: CCC1=CC2CC(C3=C(CN(C2)C1)C4=CC=CC=C4N3)(C5=C(C=C6C(=C5)C78CCN9C7C(C=CC9)(C(C(C8N6C)(C(=O)OC)O)OC(=O)C)CC)OC)C(=O)OC. Drug 2: CC1CCC2CC(C(=CC=CC=CC(CC(C(=O)C(C(C(=CC(C(=O)CC(OC(=O)C3CCCCN3C(=O)C(=O)C1(O2)O)C(C)CC4CCC(C(C4)OC)OP(=O)(C)C)C)C)O)OC)C)C)C)OC. Cell line: SW-620. Synergy scores: CSS=48.1, Synergy_ZIP=-0.982, Synergy_Bliss=-0.269, Synergy_Loewe=1.60, Synergy_HSA=3.80. (3) Drug 1: CC1=C(C=C(C=C1)C(=O)NC2=CC(=CC(=C2)C(F)(F)F)N3C=C(N=C3)C)NC4=NC=CC(=N4)C5=CN=CC=C5. Drug 2: CC12CCC3C(C1CCC2O)C(CC4=C3C=CC(=C4)O)CCCCCCCCCS(=O)CCCC(C(F)(F)F)(F)F. Cell line: A549. Synergy scores: CSS=6.47, Synergy_ZIP=-3.10, Synergy_Bliss=-2.22, Synergy_Loewe=0.722, Synergy_HSA=-1.24. (4) Drug 2: COC1=NC(=NC2=C1N=CN2C3C(C(C(O3)CO)O)O)N. Cell line: NCI-H522. Drug 1: C1=C(C(=O)NC(=O)N1)F. Synergy scores: CSS=18.1, Synergy_ZIP=-5.20, Synergy_Bliss=1.26, Synergy_Loewe=1.52, Synergy_HSA=1.91. (5) Drug 1: CNC(=O)C1=CC=CC=C1SC2=CC3=C(C=C2)C(=NN3)C=CC4=CC=CC=N4. Drug 2: CC1CCC2CC(C(=CC=CC=CC(CC(C(=O)C(C(C(=CC(C(=O)CC(OC(=O)C3CCCCN3C(=O)C(=O)C1(O2)O)C(C)CC4CCC(C(C4)OC)O)C)C)O)OC)C)C)C)OC. Cell line: HT29. Synergy scores: CSS=27.2, Synergy_ZIP=1.86, Synergy_Bliss=3.32, Synergy_Loewe=-15.9, Synergy_HSA=2.60.